From a dataset of Full USPTO retrosynthesis dataset with 1.9M reactions from patents (1976-2016). Predict the reactants needed to synthesize the given product. (1) Given the product [CH2:59]([NH:60][C:62]([NH:30][C:33]1[CH:38]=[CH:37][C:36]([C:39]2[N:40]=[C:41]([N:49]3[CH2:54][CH2:53][O:52][CH2:51][CH2:50]3)[C:42]3[CH2:48][CH2:47][N:46]([C:11]4[N:15]([CH3:16])[CH:20]=[CH:19][N:10]=4)[CH2:45][C:43]=3[N:44]=2)=[CH:35][CH:34]=1)=[O:63])[CH3:56], predict the reactants needed to synthesize it. The reactants are: CNC(N1CCC2[C:11]([N:15]3[CH2:20][CH2:19]OC[CH2:16]3)=[N:10]C(C3C=CC([N+]([O-])=O)=CC=3)=NC=2C1)=S.[N+:30]([C:33]1[CH:38]=[CH:37][C:36]([C:39]2[N:40]=[C:41]([N:49]3[CH2:54][CH2:53][O:52][CH2:51][CH2:50]3)[C:42]3[CH2:48][CH2:47][NH:46][CH2:45][C:43]=3[N:44]=2)=[CH:35][CH:34]=1)([O-])=O.N(C)=[C:56]=S.[CH3:59][N:60]([CH:62]=[O:63])C. (2) Given the product [CH3:26][O:27][CH2:28][CH2:29][N:30]([CH3:38])[C:31]1[N:32]=[CH:33][C:34]([NH:37][C:9]([C:11]2[O:15][C:14]([C:16]3[CH:21]=[CH:20][CH:19]=[CH:18][C:17]=3[Br:22])=[N:13][C:12]=2[CH2:23][CH2:24][CH3:25])=[O:10])=[CH:35][N:36]=1, predict the reactants needed to synthesize it. The reactants are: O=C1CCC(=O)N1O[C:9]([C:11]1[O:15][C:14]([C:16]2[CH:21]=[CH:20][CH:19]=[CH:18][C:17]=2[Br:22])=[N:13][C:12]=1[CH2:23][CH2:24][CH3:25])=[O:10].[CH3:26][O:27][CH2:28][CH2:29][N:30]([CH3:38])[C:31]1[N:36]=[CH:35][C:34]([NH2:37])=[CH:33][N:32]=1. (3) Given the product [CH3:12][C:13]([SH:14])([CH3:16])[CH2:15][N:1]1[CH2:6][CH2:5][CH:4]([C:7]([O:9][CH2:10][CH3:11])=[O:8])[CH2:3][CH2:2]1, predict the reactants needed to synthesize it. The reactants are: [NH:1]1[CH2:6][CH2:5][CH:4]([C:7]([O:9][CH2:10][CH3:11])=[O:8])[CH2:3][CH2:2]1.[CH3:12][C:13]1([CH3:16])[CH2:15][S:14]1.O. (4) Given the product [CH2:1]([O:3][C:4](=[O:32])[CH:5]([C:21]1[N:22]=[CH:23][N:24]([CH:26]2[CH2:27][CH2:28][CH2:29][CH2:30][CH2:31]2)[CH:25]=1)[CH2:6][C:7]1[CH:8]=[N:9][C:10]([NH2:13])=[CH:11][CH:12]=1)[CH3:2], predict the reactants needed to synthesize it. The reactants are: [CH2:1]([O:3][C:4](=[O:32])[CH:5]([C:21]1[N:22]=[CH:23][N:24]([CH:26]2[CH2:31][CH2:30][CH2:29][CH2:28][CH2:27]2)[CH:25]=1)[CH2:6][C:7]1[CH:8]=[N:9][C:10]([NH:13]C(OC(C)(C)C)=O)=[CH:11][CH:12]=1)[CH3:2].Cl. (5) Given the product [CH2:20]([N:19]([CH2:22][CH3:23])[CH:16]1[CH2:15][CH2:14][N:13]([C:9]2[CH:8]=[C:7]([C:6]3[CH:5]=[N:4][N:3]4[C:32]([NH2:33])=[C:31]([C:28]5[CH:27]=[CH:26][C:25]([F:24])=[CH:30][CH:29]=5)[C:34]([CH3:35])=[N:1][C:2]=34)[CH:12]=[CH:11][CH:10]=2)[CH2:18][CH2:17]1)[CH3:21], predict the reactants needed to synthesize it. The reactants are: [NH2:1][C:2]1[C:6]([C:7]2[CH:8]=[C:9]([N:13]3[CH2:18][CH2:17][CH:16]([N:19]([CH2:22][CH3:23])[CH2:20][CH3:21])[CH2:15][CH2:14]3)[CH:10]=[CH:11][CH:12]=2)=[CH:5][NH:4][N:3]=1.[F:24][C:25]1[CH:30]=[CH:29][C:28]([CH:31]([C:34](=O)[CH3:35])[C:32]#[N:33])=[CH:27][CH:26]=1. (6) Given the product [Cl:18][C:13]1[CH:14]=[CH:15][CH:16]=[CH:17][C:12]=1[C:9]1[C:10]([I:11])=[C:6]2[N:5]=[CH:4][CH:3]=[C:2]([O:23][CH2:21][CH3:22])[N:7]2[N:8]=1, predict the reactants needed to synthesize it. The reactants are: Cl[C:2]1[N:7]2[N:8]=[C:9]([C:12]3[CH:17]=[CH:16][CH:15]=[CH:14][C:13]=3[Cl:18])[C:10]([I:11])=[C:6]2[N:5]=[CH:4][CH:3]=1.[H-].[Na+].[CH2:21]([OH:23])[CH3:22]. (7) Given the product [OH:2][C:3]1[CH:4]=[C:5]2[C:10](=[CH:11][CH:12]=1)[CH2:9][CH:8]([C:13]([OH:15])=[O:14])[CH2:7][CH2:6]2, predict the reactants needed to synthesize it. The reactants are: C[O:2][C:3]1[CH:4]=[C:5]2[C:10](=[CH:11][CH:12]=1)[CH2:9][CH:8]([C:13]([OH:15])=[O:14])[CH2:7][CH2:6]2.Br. (8) Given the product [C:32]([C:19]1[C:20](=[O:31])[N:21]([CH2:22][C:23]2[CH:28]=[CH:27][C:26]([CH3:29])=[CH:25][C:24]=2[CH3:30])[C:16]([C:13]2[CH:12]=[CH:11][C:10]([O:9][C:6]3[CH:5]=[CH:4][C:3]([NH:2][S:39]([CH3:38])(=[O:41])=[O:40])=[CH:8][CH:7]=3)=[CH:15][CH:14]=2)=[CH:17][C:18]=1[C:34]([F:37])([F:35])[F:36])#[N:33], predict the reactants needed to synthesize it. The reactants are: Cl.[NH2:2][C:3]1[CH:8]=[CH:7][C:6]([O:9][C:10]2[CH:15]=[CH:14][C:13]([C:16]3[N:21]([CH2:22][C:23]4[CH:28]=[CH:27][C:26]([CH3:29])=[CH:25][C:24]=4[CH3:30])[C:20](=[O:31])[C:19]([C:32]#[N:33])=[C:18]([C:34]([F:37])([F:36])[F:35])[CH:17]=3)=[CH:12][CH:11]=2)=[CH:5][CH:4]=1.[CH3:38][S:39](Cl)(=[O:41])=[O:40]. (9) Given the product [F:1][C:2]1[CH:7]=[CH:6][C:5]([F:8])=[CH:4][C:3]=1[C@H:9]1[CH2:13][CH2:12][CH2:11][N:10]1[C:14]1[CH:19]=[CH:18][N:17]2[N:20]=[CH:21][C:22]([C:23]([NH:50][CH2:51][C@H:52]([OH:55])[CH2:53][OH:54])=[O:24])=[C:16]2[N:15]=1, predict the reactants needed to synthesize it. The reactants are: [F:1][C:2]1[CH:7]=[CH:6][C:5]([F:8])=[CH:4][C:3]=1[C@H:9]1[CH2:13][CH2:12][CH2:11][N:10]1[C:14]1[CH:19]=[CH:18][N:17]2[N:20]=[CH:21][C:22]([C:23](O)=[O:24])=[C:16]2[N:15]=1.CN(C(ON1N=NC2C=CC=NC1=2)=[N+](C)C)C.F[P-](F)(F)(F)(F)F.[NH2:50][CH2:51][C@H:52]([OH:55])[CH2:53][OH:54].C(N(C(C)C)CC)(C)C.